Dataset: Forward reaction prediction with 1.9M reactions from USPTO patents (1976-2016). Task: Predict the product of the given reaction. (1) Given the reactants [ClH:1].CC(C)=O.C(OC([N:13]1[CH2:18][CH2:17][N:16]([C:19]([C:21]2[CH:26]=[CH:25][C:24]([C:27]3[CH:32]=[CH:31][CH:30]=[CH:29][N+:28]=3[O-:33])=[CH:23][CH:22]=2)=[O:20])[CH2:15][CH2:14]1)=O)(C)(C)C, predict the reaction product. The product is: [ClH:1].[N:16]1([C:19]([C:21]2[CH:26]=[CH:25][C:24]([C:27]3[CH:32]=[CH:31][CH:30]=[CH:29][N+:28]=3[O-:33])=[CH:23][CH:22]=2)=[O:20])[CH2:17][CH2:18][NH:13][CH2:14][CH2:15]1. (2) The product is: [O:20]1[C:21]2[CH:27]=[CH:26][CH:25]=[CH:24][C:22]=2[N:23]=[C:19]1[NH:2][C@@:3]([CH3:17])([CH2:4][C:5]1[C:13]2[C:8](=[CH:9][CH:10]=[CH:11][CH:12]=2)[NH:7][CH:6]=1)[C:14]([OH:16])=[O:15]. Given the reactants S[NH:2][C@:3]([CH3:17])([C:14]([OH:16])=[O:15])[CH2:4][C:5]1[C:13]2[C:8](=[CH:9][CH:10]=[CH:11][CH:12]=2)[NH:7][CH:6]=1.Cl[C:19]1[O:20][C:21]2[CH:27]=[CH:26][CH:25]=[CH:24][C:22]=2[N:23]=1.C(=O)([O-])[O-].[K+].[K+].C(N(CC)CC)C, predict the reaction product. (3) Given the reactants [CH3:1][N:2]1[C:7](=[O:8])[CH:6]=[CH:5][C:4]([C:9](=[O:28])[CH2:10][CH:11]([C:19]2[CH:27]=[CH:26][C:22]([C:23]([OH:25])=O)=[CH:21][CH:20]=2)[C:12]2[CH:17]=[CH:16][CH:15]=[CH:14][C:13]=2[CH3:18])=[CH:3]1.Cl.[CH3:30][O:31][C:32](=[O:35])[CH2:33][NH2:34].CN([P+](ON1N=NC2C=CC=CC1=2)(N(C)C)N(C)C)C.F[P-](F)(F)(F)(F)F, predict the reaction product. The product is: [CH3:30][O:31][C:32](=[O:35])[CH2:33][NH:34][C:23](=[O:25])[C:22]1[CH:21]=[CH:20][C:19]([CH:11]([C:12]2[CH:17]=[CH:16][CH:15]=[CH:14][C:13]=2[CH3:18])[CH2:10][C:9]([C:4]2[CH:5]=[CH:6][C:7](=[O:8])[N:2]([CH3:1])[CH:3]=2)=[O:28])=[CH:27][CH:26]=1.